Predict the product of the given reaction. From a dataset of Forward reaction prediction with 1.9M reactions from USPTO patents (1976-2016). (1) Given the reactants [NH:1]1[C@@H:10]2[C@@H:5]([CH2:6][CH2:7][CH2:8][CH2:9]2)[CH2:4][CH2:3][CH2:2]1.[Cl:11][C:12]1[CH:19]=[C:18](F)[CH:17]=[CH:16][C:13]=1[C:14]#[N:15].C(=O)([O-])[O-].[Li+].[Li+].O, predict the reaction product. The product is: [Cl:11][C:12]1[CH:19]=[C:18]([N:1]2[CH:10]3[CH:5]([CH2:6][CH2:7][CH2:8][CH2:9]3)[CH2:4][CH2:3][CH2:2]2)[CH:17]=[CH:16][C:13]=1[C:14]#[N:15]. (2) Given the reactants [CH2:1]([O:3][C:4]([C:6]1[CH2:10][CH2:9][CH2:8][C:7]=1[NH:11][CH2:12][C:13]1[CH:18]=[CH:17][C:16]([Cl:19])=[CH:15][CH:14]=1)=[O:5])[CH3:2].C(O[BH-](OC(=O)C)OC(=O)C)(=O)C.[Na+], predict the reaction product. The product is: [CH2:1]([O:3][C:4]([CH:6]1[CH2:10][CH2:9][CH2:8][CH:7]1[NH:11][CH2:12][C:13]1[CH:14]=[CH:15][C:16]([Cl:19])=[CH:17][CH:18]=1)=[O:5])[CH3:2]. (3) Given the reactants [N+:1]([O-:4])(O)=[O:2].S(=O)(=O)(O)O.[Cl:10][C:11]1[C:12]([F:22])=[C:13]([C:18](F)=[CH:19][CH:20]=1)[C:14]([O:16][CH3:17])=[O:15].[NH3:23], predict the reaction product. The product is: [NH2:23][C:18]1[C:19]([N+:1]([O-:4])=[O:2])=[CH:20][C:11]([Cl:10])=[C:12]([F:22])[C:13]=1[C:14]([O:16][CH3:17])=[O:15].